From a dataset of Reaction yield outcomes from USPTO patents with 853,638 reactions. Predict the reaction yield, written as a fraction of the theoretical maximum amount of product (1.0 means a 100% yield; for example, 0.34 means a 34% yield). The reactants are [C:1]([C:3]1[CH:4]=[C:5]([OH:9])[CH:6]=[CH:7][CH:8]=1)#[CH:2].Br[CH2:11][CH:12]1[CH2:14][CH2:13]1.[I-].[Na+].C([O-])([O-])=O.[Cs+].[Cs+]. The catalyst is CC(C)=O.CCOCC. The product is [CH:12]1([CH2:11][O:9][C:5]2[CH:6]=[CH:7][CH:8]=[C:3]([C:1]#[CH:2])[CH:4]=2)[CH2:14][CH2:13]1. The yield is 0.840.